From a dataset of Reaction yield outcomes from USPTO patents with 853,638 reactions. Predict the reaction yield, written as a fraction of the theoretical maximum amount of product (1.0 means a 100% yield; for example, 0.34 means a 34% yield). (1) The reactants are [NH2:1][C:2]1[CH:3]=[C:4]([CH:8]2[C:17]([CH3:19])([CH3:18])[CH2:16][C:15]3[C:10](=[CH:11][CH:12]=[C:13]([C:20]([OH:22])=[O:21])[CH:14]=3)[NH:9]2)[CH:5]=[CH:6][CH:7]=1.[C:23]([NH:26][C:27]1[CH:32]=[CH:31][C:30]([S:33](Cl)(=[O:35])=[O:34])=[CH:29][CH:28]=1)(=[O:25])[CH3:24].C(OCC)(=O)C. The catalyst is N1C=CC=CC=1. The product is [C:23]([NH:26][C:27]1[CH:28]=[CH:29][C:30]([S:33]([NH:1][C:2]2[CH:3]=[C:4]([CH:8]3[C:17]([CH3:18])([CH3:19])[CH2:16][C:15]4[C:10](=[CH:11][CH:12]=[C:13]([C:20]([OH:22])=[O:21])[CH:14]=4)[NH:9]3)[CH:5]=[CH:6][CH:7]=2)(=[O:35])=[O:34])=[CH:31][CH:32]=1)(=[O:25])[CH3:24]. The yield is 0.510. (2) The reactants are C(NC1C=CC(C2C=C3C(=CC=2)C(=O)N([C@@H](C(C)C)C(O)=O)C3)=CC=1)(=O)C1C=CC=CC=1.[CH3:33][CH:34]([CH3:66])[C@H:35]([N:40]1[CH2:48][C:47]2[C:42](=[CH:43][CH:44]=[C:45]([C:49]3[CH:54]=[CH:53][C:52]([NH:55][C:56](=[O:64])[C:57]4[CH:62]=[CH:61][C:60]([CH3:63])=[CH:59][CH:58]=4)=[CH:51][CH:50]=3)[CH:46]=2)[C:41]1=[O:65])[C:36]([O:38]C)=[O:37]. No catalyst specified. The product is [CH3:33][CH:34]([CH3:66])[C@H:35]([N:40]1[CH2:48][C:47]2[C:42](=[CH:43][CH:44]=[C:45]([C:49]3[CH:54]=[CH:53][C:52]([NH:55][C:56](=[O:64])[C:57]4[CH:58]=[CH:59][C:60]([CH3:63])=[CH:61][CH:62]=4)=[CH:51][CH:50]=3)[CH:46]=2)[C:41]1=[O:65])[C:36]([OH:38])=[O:37]. The yield is 0.930.